Predict which catalyst facilitates the given reaction. From a dataset of Catalyst prediction with 721,799 reactions and 888 catalyst types from USPTO. Reactant: [CH3:1][O:2][C:3]1[C:24]([O:25][CH3:26])=[CH:23][C:6]2[N:7]([C:10]3[S:11][C:12]([C:21]#[N:22])=[C:13]([C:15]4[CH:20]=[CH:19][CH:18]=[CH:17][CH:16]=4)[N:14]=3)[CH:8]=[N:9][C:5]=2[CH:4]=1.[N-:27]=[N+:28]=[N-:29].[Na+].[Cl-].[NH4+].O. Product: [CH3:1][O:2][C:3]1[C:24]([O:25][CH3:26])=[CH:23][C:6]2[N:7]([C:10]3[S:11][C:12]([C:21]4[NH:29][N:28]=[N:27][N:22]=4)=[C:13]([C:15]4[CH:20]=[CH:19][CH:18]=[CH:17][CH:16]=4)[N:14]=3)[CH:8]=[N:9][C:5]=2[CH:4]=1. The catalyst class is: 60.